From a dataset of Forward reaction prediction with 1.9M reactions from USPTO patents (1976-2016). Predict the product of the given reaction. (1) Given the reactants CCN=C=NCCCN(C)C.Cl.[NH:13]([C:18]([O:20][C:21]([CH3:24])([CH3:23])[CH3:22])=[O:19])[CH2:14][C:15]([OH:17])=O.[NH2:25][C:26]1[CH:31]=[CH:30][CH:29]=[CH:28][CH:27]=1, predict the reaction product. The product is: [NH:13]([C:18]([O:20][C:21]([CH3:24])([CH3:23])[CH3:22])=[O:19])[CH2:14][C:15]([NH:25][C:26]1[CH:31]=[CH:30][CH:29]=[CH:28][CH:27]=1)=[O:17]. (2) Given the reactants [CH2:1]([C:8]1[S:12][C:11]([NH:13][C:14]([NH:16]C(=O)C(Cl)(Cl)Cl)=[O:15])=[C:10]([C:23]([O:25]C)=O)[CH:9]=1)[C:2]1[CH:7]=[CH:6][CH:5]=[CH:4][CH:3]=1.C[Al](C)C.[NH:31]1[CH2:37][CH2:36][CH2:35][CH2:34][C@H:33]([NH2:38])[CH2:32]1.[C@H](O)(C([O-])=O)[C@@H](O)C([O-])=O.[Na+].[K+], predict the reaction product. The product is: [NH:31]1[CH2:37][CH2:36][CH2:35][CH2:34][C@H:33]([NH:38][C:23]([C:10]2[CH:9]=[C:8]([CH2:1][C:2]3[CH:3]=[CH:4][CH:5]=[CH:6][CH:7]=3)[S:12][C:11]=2[NH:13][C:14]([NH2:16])=[O:15])=[O:25])[CH2:32]1.